Dataset: Reaction yield outcomes from USPTO patents with 853,638 reactions. Task: Predict the reaction yield, written as a fraction of the theoretical maximum amount of product (1.0 means a 100% yield; for example, 0.34 means a 34% yield). (1) The reactants are Cl[C:2]1[CH:3]=[N:4][CH:5]=[C:6]([CH3:19])[C:7]=1[C:8]1[O:12][N:11]=[C:10]([C:13]2[CH:18]=[CH:17][CH:16]=[CH:15][N:14]=2)[N:9]=1.B1([C:26]2[CH:31]=[CH:30][CH:29]=[N:28][CH:27]=2)OCCCO1.COCCOC.C(=O)([O-])[O-].[Na+].[Na+]. The catalyst is ClCCl.C1C=CC([P]([Pd]([P](C2C=CC=CC=2)(C2C=CC=CC=2)C2C=CC=CC=2)([P](C2C=CC=CC=2)(C2C=CC=CC=2)C2C=CC=CC=2)[P](C2C=CC=CC=2)(C2C=CC=CC=2)C2C=CC=CC=2)(C2C=CC=CC=2)C2C=CC=CC=2)=CC=1. The product is [CH3:19][C:6]1[CH:5]=[N:4][CH:3]=[C:2]([C:26]2[CH:27]=[N:28][CH:29]=[CH:30][CH:31]=2)[C:7]=1[C:8]1[O:12][N:11]=[C:10]([C:13]2[CH:18]=[CH:17][CH:16]=[CH:15][N:14]=2)[N:9]=1. The yield is 0.0740. (2) The reactants are [OH-].[Na+].C1(C)C=CC=CC=1.Br[CH2:11][CH2:12][O:13][C:14]1[CH:15]=[C:16]([CH:19]=[CH:20][C:21]=1[F:22])[CH:17]=[O:18].O. The catalyst is S([O-])(O)(=O)=O.C([N+](CCCC)(CCCC)CCCC)CCC.C(OCC)(=O)C. The product is [F:22][C:21]1[CH:20]=[CH:19][C:16]([CH:17]=[O:18])=[CH:15][C:14]=1[O:13][CH:12]=[CH2:11]. The yield is 0.490. (3) The reactants are [CH:1]1([NH2:7])[CH2:6][CH2:5][CH2:4][CH2:3][CH2:2]1.CC1(C)[O:16][C:15](=O)[C:12]2([CH2:14][CH2:13]2)[C:11](=[O:18])[O:10]1. The catalyst is C(O)C. The product is [CH:1]1([N:7]2[CH2:14][CH2:13][CH:12]([C:11]([OH:18])=[O:10])[C:15]2=[O:16])[CH2:6][CH2:5][CH2:4][CH2:3][CH2:2]1. The yield is 0.360. (4) The reactants are Cl.[N+:2]([C:5]1[CH:12]=[CH:11][CH:10]=[CH:9][C:6]=1[CH:7]=[O:8])([O-])=O.C(O)C. The catalyst is [Fe].O. The product is [NH2:2][C:5]1[CH:12]=[CH:11][CH:10]=[CH:9][C:6]=1[CH:7]=[O:8]. The yield is 0.960. (5) The product is [Cl:1][C:2]1[C:3]([C:18]2[C:26]3[C:21](=[CH:22][CH:23]=[CH:24][CH:25]=3)[N:20]([S:27]([C:30]3[CH:35]=[CH:34][CH:33]=[CH:32][CH:31]=3)(=[O:28])=[O:29])[CH:19]=2)=[N:4][C:5]([NH:8][CH:9]2[CH2:10][CH:11]([NH:17][C:48]([C:47]3[CH:46]=[CH:45][C:44]([NH:43][C:41](=[O:42])[O:40][C:36]([CH3:38])([CH3:37])[CH3:39])=[CH:52][CH:51]=3)=[O:49])[CH2:12][C:13]([F:15])([F:16])[CH2:14]2)=[N:6][CH:7]=1. The yield is 1.00. The reactants are [Cl:1][C:2]1[C:3]([C:18]2[C:26]3[C:21](=[CH:22][CH:23]=[CH:24][CH:25]=3)[N:20]([S:27]([C:30]3[CH:35]=[CH:34][CH:33]=[CH:32][CH:31]=3)(=[O:29])=[O:28])[CH:19]=2)=[N:4][C:5]([NH:8][CH:9]2[CH2:14][C:13]([F:16])([F:15])[CH2:12][CH:11]([NH2:17])[CH2:10]2)=[N:6][CH:7]=1.[C:36]([O:40][C:41]([NH:43][C:44]1[CH:52]=[CH:51][C:47]([C:48](O)=[O:49])=[CH:46][CH:45]=1)=[O:42])([CH3:39])([CH3:38])[CH3:37].CN(C(ON1N=NC2C=CC=CC1=2)=[N+](C)C)C.F[P-](F)(F)(F)(F)F.CCN(C(C)C)C(C)C. The catalyst is CN(C=O)C.CCOC(C)=O.C([O-])(O)=O.[Na+]. (6) The reactants are [NH2:1][C:2]1[CH:3]=[N:4][C:5]2[C:10]([C:11]=1[NH:12][CH2:13][C:14]1([OH:19])[CH2:18][CH2:17][CH2:16][CH2:15]1)=[CH:9][CH:8]=[CH:7][CH:6]=2.C(N(CC)CC)C.[CH2:27]([O:29][CH2:30][C:31](Cl)=O)[CH3:28]. The catalyst is ClCCl. The product is [CH2:27]([O:29][CH2:30][C:31]1[N:12]([CH2:13][C:14]2([OH:19])[CH2:18][CH2:17][CH2:16][CH2:15]2)[C:11]2[C:10]3[CH:9]=[CH:8][CH:7]=[CH:6][C:5]=3[N:4]=[CH:3][C:2]=2[N:1]=1)[CH3:28]. The yield is 0.490. (7) The reactants are [CH3:1][O:2][C:3]1[C:13]([C:14]([F:17])([F:16])[F:15])=[CH:12][C:6]2[NH:7][C:8](=[O:11])[CH2:9][O:10][C:5]=2[CH:4]=1.[H-].[Na+].Br[CH2:21][C:22]([O:24][CH2:25][CH3:26])=[O:23].FC(F)(F)C(O)=O. The catalyst is O1CCCC1.CC#N.O. The product is [CH2:25]([O:24][C:22](=[O:23])[CH2:21][N:7]1[C:6]2[CH:12]=[C:13]([C:14]([F:17])([F:15])[F:16])[C:3]([O:2][CH3:1])=[CH:4][C:5]=2[O:10][CH2:9][C:8]1=[O:11])[CH3:26]. The yield is 0.690. (8) The reactants are Cl[C:2]1[N:7]=[CH:6][C:5]([C:8]2[NH:12][C:11]3[CH:13]=[CH:14][CH:15]=[CH:16][C:10]=3[N:9]=2)=[CH:4][CH:3]=1.[CH2:17]([O:19][C:20]1[CH:21]=[C:22]([CH:31]=[CH:32][C:33]=1[O:34][CH3:35])[CH2:23][N:24]1[CH2:29][CH2:28][CH:27]([NH2:30])[CH2:26][CH2:25]1)[CH3:18]. The catalyst is C(O)CO. The product is [NH:9]1[C:10]2[CH:16]=[CH:15][CH:14]=[CH:13][C:11]=2[N:12]=[C:8]1[C:5]1[CH:4]=[CH:3][C:2]([NH:30][CH:27]2[CH2:28][CH2:29][N:24]([CH2:23][C:22]3[CH:31]=[CH:32][C:33]([O:34][CH3:35])=[C:20]([O:19][CH2:17][CH3:18])[CH:21]=3)[CH2:25][CH2:26]2)=[N:7][CH:6]=1. The yield is 0.0900. (9) The reactants are Br[CH2:2][C:3]1[CH:8]=[CH:7][C:6]([S:9]([C:12]2[CH:17]=[CH:16][CH:15]=[CH:14][CH:13]=2)(=[O:11])=[O:10])=[CH:5][CH:4]=1.[CH3:18][O:19][P:20]([O:23]C)[O:21][CH3:22]. No catalyst specified. The product is [C:12]1([S:9]([C:6]2[CH:7]=[CH:8][C:3]([CH2:2][P:20](=[O:23])([O:21][CH3:22])[O:19][CH3:18])=[CH:4][CH:5]=2)(=[O:11])=[O:10])[CH:17]=[CH:16][CH:15]=[CH:14][CH:13]=1. The yield is 0.860.